From a dataset of Forward reaction prediction with 1.9M reactions from USPTO patents (1976-2016). Predict the product of the given reaction. (1) Given the reactants Cl[CH:2]([CH3:15])[C:3]([NH:5][C@H:6]([C:9]1[CH:14]=[CH:13][CH:12]=[CH:11][CH:10]=1)[CH2:7][OH:8])=[O:4].[H-].[Na+].C([O-])(O)=O.[Na+], predict the reaction product. The product is: [CH3:15][C@H:2]1[O:8][CH2:7][C@@H:6]([C:9]2[CH:14]=[CH:13][CH:12]=[CH:11][CH:10]=2)[NH:5][C:3]1=[O:4]. (2) Given the reactants N1C=CC=CC=1.Cl.[CH3:8][NH:9][O:10][CH3:11].[C:12](Cl)(=[O:19])[C:13]1[CH:18]=[CH:17][CH:16]=[CH:15][CH:14]=1.O, predict the reaction product. The product is: [C:12]([N:9]([CH3:8])[O:10][CH3:11])(=[O:19])[C:13]1[CH:18]=[CH:17][CH:16]=[CH:15][CH:14]=1. (3) Given the reactants [OH-].[Na+].[Br:3][C:4]1[N:8]2[CH:9]=[C:10]([C:13]([O:15]CC)=[O:14])[N:11]=[CH:12][C:7]2=[N:6][CH:5]=1, predict the reaction product. The product is: [Br:3][C:4]1[N:8]2[CH:9]=[C:10]([C:13]([OH:15])=[O:14])[N:11]=[CH:12][C:7]2=[N:6][CH:5]=1.